From a dataset of Blood-brain barrier permeability classification from the B3DB database. Regression/Classification. Given a drug SMILES string, predict its absorption, distribution, metabolism, or excretion properties. Task type varies by dataset: regression for continuous measurements (e.g., permeability, clearance, half-life) or binary classification for categorical outcomes (e.g., BBB penetration, CYP inhibition). Dataset: b3db_classification. (1) The compound is CCCCC[C@H](O)/C=C/[C@H]1[C@H](O)C[C@@H]2O/C(=C\CCCC(=O)O)C[C@@H]21. The result is 0 (does not penetrate BBB). (2) The molecule is CC(C)(C)NC(=O)C1CCC2C3CCC4NC(=O)C=CC4(C)C3CCC12C. The result is 0 (does not penetrate BBB). (3) The compound is CN1C(=O)C[C@@](C)(c2ccccc2)C1=O. The result is 1 (penetrates BBB). (4) The compound is CNCCCN1c2ccccc2CCc2cc(O)ccc21. The result is 1 (penetrates BBB). (5) The compound is C[C@@H](Cc1ccccc1)N(C)Cc1ccco1. The result is 1 (penetrates BBB). (6) The molecule is CC(C)CCNC[C@H]1COc2ccccc2O1. The result is 1 (penetrates BBB).